Dataset: Forward reaction prediction with 1.9M reactions from USPTO patents (1976-2016). Task: Predict the product of the given reaction. (1) The product is: [CH2:1]([N:3]1[C:15]2[CH:14]=[CH:13][C:12]([C:35]([C:34]3[CH:38]=[CH:39][CH:40]=[CH:41][C:33]=3[F:32])=[O:36])=[CH:11][C:10]=2[C:9]2[C:4]1=[CH:5][CH:6]=[C:7]([C:19](=[O:20])[C:18]1[C:17]([CH3:16])=[CH:25][C:24]([CH3:26])=[CH:23][C:22]=1[CH3:27])[CH:8]=2)[CH3:2]. Given the reactants [CH2:1]([N:3]1[C:15]2[CH:14]=[CH:13][CH:12]=[CH:11][C:10]=2[C:9]2[C:4]1=[CH:5][CH:6]=[CH:7][CH:8]=2)[CH3:2].[CH3:16][C:17]1[CH:25]=[C:24]([CH3:26])[CH:23]=[C:22]([CH3:27])[C:18]=1[C:19](Cl)=[O:20].[Al+3].[Cl-].[Cl-].[Cl-].[F:32][C:33]1[CH:41]=[CH:40][CH:39]=[CH:38][C:34]=1[C:35](Cl)=[O:36], predict the reaction product. (2) Given the reactants [C:1]([O:5][C:6](=[O:18])[NH:7][C:8]1([C:16]#[CH:17])[CH2:13][O:12][C:11]([CH3:15])([CH3:14])[O:10][CH2:9]1)([CH3:4])([CH3:3])[CH3:2].[CH:19]#[C:20][CH2:21]CCCCC.IC1C=CC(CCC#CC23CC4CC(CC(C4)C2[OH:48])C3)=CC=1.IC1C=C2C(=CC=1)CN([C:59]([C:72]1[CH:77]=[CH:76][CH:75]=[CH:74][CH:73]=1)([C:66]1[CH:71]=[CH:70][CH:69]=[CH:68][CH:67]=1)C1C=CC=CC=1)C2, predict the reaction product. The product is: [C:1]([O:5][C:6](=[O:18])[NH:7][C:8]1([C:16]#[C:17][C:19]2[CH:73]=[CH:74][C:75]([CH2:76][CH2:77][C:72]#[C:59][C:66]3([OH:48])[CH2:67][CH2:68][CH2:69][CH2:70][CH2:71]3)=[CH:21][CH:20]=2)[CH2:13][O:12][C:11]([CH3:15])([CH3:14])[O:10][CH2:9]1)([CH3:4])([CH3:3])[CH3:2]. (3) Given the reactants [C:1]([CH:3]1[CH2:6][N:5]([C:7](=[O:31])[C@H:8]([NH:10][C:11]([C:13]2[C:21]3[C:16](=[N:17][CH:18]=[C:19](Br)[N:20]=3)[N:15]([CH2:23][O:24][CH2:25][CH2:26][Si:27]([CH3:30])([CH3:29])[CH3:28])[CH:14]=2)=[O:12])[CH3:9])[CH2:4]1)#[N:2].[CH3:32][N:33]1[C:41]2[CH2:40][CH2:39][C:38]([CH3:43])([CH3:42])[CH2:37][C:36]=2[C:35]([Sn](CCCC)(CCCC)CCCC)=[N:34]1, predict the reaction product. The product is: [C:1]([CH:3]1[CH2:6][N:5]([C:7](=[O:31])[C@H:8]([NH:10][C:11]([C:13]2[C:21]3[C:16](=[N:17][CH:18]=[C:19]([C:35]4[C:36]5[CH2:37][C:38]([CH3:42])([CH3:43])[CH2:39][CH2:40][C:41]=5[N:33]([CH3:32])[N:34]=4)[N:20]=3)[N:15]([CH2:23][O:24][CH2:25][CH2:26][Si:27]([CH3:30])([CH3:29])[CH3:28])[CH:14]=2)=[O:12])[CH3:9])[CH2:4]1)#[N:2]. (4) Given the reactants [Cl:1][C:2]1[C:3]([C:21]2[CH:22]=[N:23][C:24]([C:27]([F:30])([F:29])[F:28])=[N:25][CH:26]=2)=[CH:4][C:5]([CH2:8][NH:9][C:10]([C@@H:12]2[CH2:16][C@@H:15]([F:17])[CH2:14][N:13]2C([O-])=O)=[O:11])=[N:6][CH:7]=1.Cl, predict the reaction product. The product is: [ClH:1].[Cl:1][C:2]1[C:3]([C:21]2[CH:26]=[N:25][C:24]([C:27]([F:30])([F:28])[F:29])=[N:23][CH:22]=2)=[CH:4][C:5]([CH2:8][NH:9][C:10]([C@@H:12]2[CH2:16][C@@H:15]([F:17])[CH2:14][NH:13]2)=[O:11])=[N:6][CH:7]=1.